From a dataset of Forward reaction prediction with 1.9M reactions from USPTO patents (1976-2016). Predict the product of the given reaction. (1) Given the reactants [CH3:1][C:2]1[CH2:7][CH2:6][CH2:5][C:4]([CH3:9])([CH3:8])[C:3]=1/[CH:10]=[CH:11]/[C:12]([CH3:14])=O.[C:15]([CH2:17]C(O)=O)#[N:16].C([O-])(=O)C.[NH2+]1CCCCC1, predict the reaction product. The product is: [CH3:1][C:2]1[CH2:7][CH2:6][CH2:5][C:4]([CH3:9])([CH3:8])[C:3]=1[CH:10]=[CH:11][C:12]([CH3:14])=[CH:17][C:15]#[N:16]. (2) Given the reactants C[O:2][C:3](=[O:21])[CH2:4][CH2:5][CH2:6][CH2:7][C:8]1[CH:13]=[CH:12][C:11]([F:14])=[C:10]([NH:15][C:16]([O:18][CH2:19][CH3:20])=[O:17])[CH:9]=1.C[O-].[Li+].Cl, predict the reaction product. The product is: [CH2:19]([O:18][C:16]([NH:15][C:10]1[CH:9]=[C:8]([CH2:7][CH2:6][CH2:5][CH2:4][C:3]([OH:21])=[O:2])[CH:13]=[CH:12][C:11]=1[F:14])=[O:17])[CH3:20]. (3) The product is: [ClH:33].[NH:23]1[CH2:22][CH2:21][CH:20]([C:14]2[CH:15]=[CH:16][CH:17]=[C:18]3[C:13]=2[N:12]=[CH:11][C:10]([S:7]([C:2]2[CH:3]=[CH:4][CH:5]=[CH:6][N:1]=2)(=[O:8])=[O:9])=[CH:19]3)[CH2:25][CH2:24]1. Given the reactants [N:1]1[CH:6]=[CH:5][CH:4]=[CH:3][C:2]=1[S:7]([C:10]1[CH:11]=[N:12][C:13]2[C:18]([CH:19]=1)=[CH:17][CH:16]=[CH:15][C:14]=2[CH:20]1[CH2:25][CH2:24][N:23](C(OC(C)(C)C)=O)[CH2:22][CH2:21]1)(=[O:9])=[O:8].[ClH:33], predict the reaction product. (4) Given the reactants [Br:1][C:2]1[CH:7]=[CH:6][C:5]([C:8](=[O:10])[CH3:9])=[CH:4][CH:3]=1.[CH3:11][N:12]([CH:14](OC)OC)[CH3:13], predict the reaction product. The product is: [Br:1][C:2]1[CH:7]=[CH:6][C:5]([C:8](=[O:10])[CH:9]=[CH:11][N:12]([CH3:14])[CH3:13])=[CH:4][CH:3]=1. (5) Given the reactants Cl.[NH2:2][CH2:3][CH2:4][N:5]1[CH2:10][CH2:9][C:8]2[N:11]=[C:12]([C:14]([NH:16][C@@H:17]3[CH2:22][CH2:21][CH2:20][CH2:19][C@@H:18]3[NH:23][C:24]([C:26]3[NH:27][C:28]4[C:33]([CH:34]=3)=[CH:32][C:31]([Cl:35])=[CH:30][CH:29]=4)=[O:25])=[O:15])[S:13][C:7]=2[CH2:6]1.C(N(CC)CC)C.Cl[C:44](Cl)([O:46][C:47](=O)[O:48]C(Cl)(Cl)Cl)Cl.O1CCCC1, predict the reaction product. The product is: [ClH:35].[Cl:35][C:31]1[CH:32]=[C:33]2[C:28](=[CH:29][CH:30]=1)[NH:27][C:26]([C:24]([NH:23][C@@H:18]1[CH2:19][CH2:20][CH2:21][CH2:22][C@@H:17]1[NH:16][C:14]([C:12]1[S:13][C:7]3[CH2:6][N:5]([CH2:4][CH2:3][NH:2][C:47]([O:46][CH3:44])=[O:48])[CH2:10][CH2:9][C:8]=3[N:11]=1)=[O:15])=[O:25])=[CH:34]2. (6) Given the reactants [CH:1]1[C:14]2[C:5](=[CH:6][C:7]3[C:12]([C:13]=2[C:15]([N:17]2[CH2:22][CH2:21][CH:20]([N:23]4[CH2:44][CH2:43][CH2:42][C:25]5([N:29]=[C:28]([CH3:30])[N:27]([CH2:31][CH2:32][O:33][Si](C(C)(C)C)(C)C)[C:26]5=[O:41])[CH2:24]4)[CH2:19][CH2:18]2)=[O:16])=[CH:11][CH:10]=[CH:9][CH:8]=3)[CH:4]=[CH:3][CH:2]=1.[F-].C([N+](CCCC)(CCCC)CCCC)CCC.O1CCCC1.O, predict the reaction product. The product is: [CH:1]1[C:14]2[C:5](=[CH:6][C:7]3[C:12]([C:13]=2[C:15]([N:17]2[CH2:18][CH2:19][CH:20]([N:23]4[CH2:44][CH2:43][CH2:42][C:25]5([N:29]=[C:28]([CH3:30])[N:27]([CH2:31][CH2:32][OH:33])[C:26]5=[O:41])[CH2:24]4)[CH2:21][CH2:22]2)=[O:16])=[CH:11][CH:10]=[CH:9][CH:8]=3)[CH:4]=[CH:3][CH:2]=1. (7) Given the reactants [CH3:1][O:2][C:3]1[CH:19]=[CH:18][C:6]([CH2:7][N:8]2[C:16]3[C:11](=[CH:12][CH:13]=[C:14](Br)[CH:15]=3)[CH:10]=[N:9]2)=[CH:5][CH:4]=1.[N:20]1([C:26]([O:28][C:29]([CH3:32])([CH3:31])[CH3:30])=[O:27])[CH2:25][CH2:24][NH:23][CH2:22][CH2:21]1.C([O-])([O-])=O.[Cs+].[Cs+].CC(C1C=C(C(C)C)C(C2C=CC=CC=2P(C2CCCCC2)C2CCCCC2)=C(C(C)C)C=1)C, predict the reaction product. The product is: [CH3:1][O:2][C:3]1[CH:19]=[CH:18][C:6]([CH2:7][N:8]2[C:16]3[C:11](=[CH:12][CH:13]=[C:14]([N:23]4[CH2:22][CH2:21][N:20]([C:26]([O:28][C:29]([CH3:32])([CH3:31])[CH3:30])=[O:27])[CH2:25][CH2:24]4)[CH:15]=3)[CH:10]=[N:9]2)=[CH:5][CH:4]=1.